Dataset: Catalyst prediction with 721,799 reactions and 888 catalyst types from USPTO. Task: Predict which catalyst facilitates the given reaction. (1) The catalyst class is: 40. Reactant: [CH3:1][C:2]1[CH:3]=[CH:4][C:5]2[NH:10][CH2:9][CH:8]([C:11]3[CH:16]=[CH:15][CH:14]=[CH:13][CH:12]=3)[O:7][C:6]=2[CH:17]=1.Cl.[N:19]([O-])=[O:20].[Na+]. Product: [CH3:1][C:2]1[CH:3]=[CH:4][C:5]2[N:10]([N:19]=[O:20])[CH2:9][CH:8]([C:11]3[CH:16]=[CH:15][CH:14]=[CH:13][CH:12]=3)[O:7][C:6]=2[CH:17]=1. (2) Reactant: [CH2:1]([O:8][CH2:9][CH2:10][N:11]1[C:15]([C:16]2[CH2:21][CH2:20][C:19]([CH3:23])([CH3:22])[CH:18](O)[CH:17]=2)=[CH:14][N:13]=[CH:12]1)[C:2]1[CH:7]=[CH:6][CH:5]=[CH:4][CH:3]=1.C1C=CC(P([N:39]=[N+:40]=[N-:41])(C2C=CC=CC=2)=O)=CC=1.C1CCN2C(=NCCC2)CC1. Product: [N:39]([CH:18]1[C:19]([CH3:23])([CH3:22])[CH2:20][CH2:21][C:16]([C:15]2[N:11]([CH2:10][CH2:9][O:8][CH2:1][C:2]3[CH:7]=[CH:6][CH:5]=[CH:4][CH:3]=3)[CH:12]=[N:13][CH:14]=2)=[CH:17]1)=[N+:40]=[N-:41]. The catalyst class is: 11. (3) Product: [NH2:26][C:18]1[C:17]([N+:21]([O-:23])=[O:22])=[CH:16][C:3]([C:4]([NH:6][C:7]2[CH:15]=[C:14]3[C:10]([CH:11]=[N:12][NH:13]3)=[CH:9][CH:8]=2)=[O:5])=[C:2]([Cl:1])[CH:19]=1. The catalyst class is: 38. Reactant: [Cl:1][C:2]1[CH:19]=[C:18](F)[C:17]([N+:21]([O-:23])=[O:22])=[CH:16][C:3]=1[C:4]([NH:6][C:7]1[CH:15]=[C:14]2[C:10]([CH:11]=[N:12][NH:13]2)=[CH:9][CH:8]=1)=[O:5].[NH4+].[OH-].[NH2:26]C1C=C(F)C([N+]([O-])=O)=CC=1C(NC1C=C2C(C=NN2)=CC=1)=O. (4) Reactant: C(NC1C=CC=CC=1)=O.[NH2:10][C:11]1[CH:16]=[CH:15][CH:14]=[CH:13][CH:12]=1.[N+:17]([C:20]1[CH:25]=[CH:24][C:23](Cl)=[CH:22][CH:21]=1)([O-:19])=[O:18].C(=O)([O-])[O-].[K+].[K+]. Product: [CH:14]1[CH:15]=[CH:16][C:11]([NH:10][C:23]2[CH:24]=[CH:25][C:20]([N+:17]([O-:19])=[O:18])=[CH:21][CH:22]=2)=[CH:12][CH:13]=1. The catalyst class is: 106. (5) Reactant: [N:1]([CH:4]1[C:13]2[C:8](=[CH:9][CH:10]=[C:11]([Br:14])[CH:12]=2)[NH:7][C:6]([CH3:16])([CH3:15])[CH2:5]1)=[N+]=[N-].O.C1COCC1.C1(P(C2C=CC=CC=2)C2C=CC=CC=2)C=CC=CC=1. Product: [Br:14][C:11]1[CH:12]=[C:13]2[C:8](=[CH:9][CH:10]=1)[NH:7][C:6]([CH3:15])([CH3:16])[CH2:5][CH:4]2[NH2:1]. The catalyst class is: 25. (6) Reactant: Br[CH2:2][C:3]1[CH:12]=[CH:11][C:10]([F:13])=[CH:9][C:4]=1[C:5]([O:7]C)=O.C([O-])([O-])=O.[K+].[K+].[C:20]([O:24][C:25]([N:27]1[CH2:32][CH2:31][CH2:30][C@@H:29]([NH2:33])[CH2:28]1)=[O:26])([CH3:23])([CH3:22])[CH3:21]. Product: [F:13][C:10]1[CH:9]=[C:4]2[C:3]([CH2:2][N:33]([C@@H:29]3[CH2:30][CH2:31][CH2:32][N:27]([C:25]([O:24][C:20]([CH3:23])([CH3:22])[CH3:21])=[O:26])[CH2:28]3)[C:5]2=[O:7])=[CH:12][CH:11]=1. The catalyst class is: 210. (7) The catalyst class is: 634. Product: [F:41][C:42]1[CH:47]=[CH:46][C:45]([F:48])=[CH:44][C:43]=1[C:49]1[S:53][C:52]([CH2:60][O:61][CH2:62][C:63]#[N:64])([C:54]2[CH:59]=[CH:58][CH:57]=[CH:56][CH:55]=2)[N:51]([C:28](=[O:30])[C@@H:27]([O:26][CH3:25])[CH3:31])[N:50]=1. Reactant: CN(C(ON1N=NC2C=CC=NC1=2)=[N+](C)C)C.F[P-](F)(F)(F)(F)F.[CH3:25][O:26][C@@H:27]([CH3:31])[C:28]([OH:30])=O.CCN(C(C)C)C(C)C.[F:41][C:42]1[CH:47]=[CH:46][C:45]([F:48])=[CH:44][C:43]=1[C:49]1[S:53][C:52]([CH2:60][O:61][CH2:62][C:63]#[N:64])([C:54]2[CH:59]=[CH:58][CH:57]=[CH:56][CH:55]=2)[NH:51][N:50]=1.